This data is from Full USPTO retrosynthesis dataset with 1.9M reactions from patents (1976-2016). The task is: Predict the reactants needed to synthesize the given product. (1) The reactants are: OC1C2C(=CC=CC=2)C(NS(C2SC=CC=2)(=O)=O)=CC=1[S:21][CH2:22][C:23]([OH:25])=[O:24].[Cl:26][C:27]1[CH:28]=[C:29]([S:33]([N:36]=[C:37]2[C:46]3[C:41](=[CH:42][CH:43]=[CH:44][CH:45]=3)[C:40](=[O:47])[C:39](Cl)=[CH:38]2)(=[O:35])=[O:34])[S:30][C:31]=1[Cl:32]. Given the product [Cl:26][C:27]1[CH:28]=[C:29]([S:33]([NH:36][C:37]2[C:46]3[C:41](=[CH:42][CH:43]=[CH:44][CH:45]=3)[C:40]([OH:47])=[C:39]([S:21][CH2:22][C:23]([OH:25])=[O:24])[CH:38]=2)(=[O:35])=[O:34])[S:30][C:31]=1[Cl:32], predict the reactants needed to synthesize it. (2) The reactants are: C([Li])CCC.[C:6](#[N:8])[CH3:7].CN([CH:12]=[N:13][C:14]1[C:15]([C:24]([O-:26])=O)=[CH:16][C:17]2[C:22]([CH:23]=1)=[CH:21][CH:20]=[CH:19][CH:18]=2)C.C(O)(=O)C. Given the product [O:26]=[C:24]1[C:15]2[C:14](=[CH:23][C:22]3[CH:21]=[CH:20][CH:19]=[CH:18][C:17]=3[CH:16]=2)[NH:13][CH:12]=[C:7]1[C:6]#[N:8], predict the reactants needed to synthesize it. (3) Given the product [Si:22]([O:39][CH2:40][C:3](=[O:5])[CH2:2][C:1]([O:7][CH2:8][CH3:9])=[O:6])([C:35]([CH3:36])([CH3:37])[CH3:38])([C:29]1[CH:30]=[CH:31][CH:32]=[CH:33][CH:34]=1)[C:23]1[CH:28]=[CH:27][CH:26]=[CH:25][CH:24]=1, predict the reactants needed to synthesize it. The reactants are: [C:1]([O:7][CH2:8][CH3:9])(=[O:6])[CH2:2][C:3]([O-:5])=O.C(=O)=O.CC(C)=O.[Li]CCCC.[Si:22]([O:39][CH2:40]C(Cl)=O)([C:35]([CH3:38])([CH3:37])[CH3:36])([C:29]1[CH:34]=[CH:33][CH:32]=[CH:31][CH:30]=1)[C:23]1[CH:28]=[CH:27][CH:26]=[CH:25][CH:24]=1.Cl. (4) Given the product [O:27]1[C:23]2[CH:22]=[CH:21][C:20]([C:18](=[O:19])[CH2:17][CH2:16][C:15]([NH:14][C:4]3[CH:3]=[C:2]([C:69]4[CH:70]=[CH:71][C:66]([CH2:65][CH2:64][C:61]([OH:63])=[O:62])=[CH:67][CH:68]=4)[CH:7]=[C:6]([C:8]4[CH:13]=[CH:12][CH:11]=[CH:10][CH:9]=4)[N:5]=3)=[O:29])=[CH:28][C:24]=2[CH2:25][CH2:26]1, predict the reactants needed to synthesize it. The reactants are: Cl[C:2]1[CH:7]=[C:6]([C:8]2[CH:13]=[CH:12][CH:11]=[CH:10][CH:9]=2)[N:5]=[C:4]([NH:14][C:15](=[O:29])[CH2:16][CH2:17][C:18]([C:20]2[CH:21]=[CH:22][C:23]3[O:27][CH2:26][CH2:25][C:24]=3[CH:28]=2)=[O:19])[CH:3]=1.C1(C2C=CC=CC=2)C=CC=CC=1P(C1CCCCC1)C1CCCCC1.C(=O)([O-])[O-].[K+].[K+].[C:61]([CH2:64][CH2:65][C:66]1[CH:71]=[CH:70][C:69](B(O)O)=[CH:68][CH:67]=1)([OH:63])=[O:62]. (5) Given the product [S:34]1[CH:38]=[CH:37][C:36]([C:2]2[N:3]([CH2:7][C:8]3[CH:9]=[C:10]([C:14]4[CH:18]=[C:17]([CH2:19][CH:20]([CH3:22])[CH3:21])[S:16][C:15]=4[S:23]([NH:26][C:27]([CH3:30])([CH3:29])[CH3:28])(=[O:25])=[O:24])[CH:11]=[CH:12][CH:13]=3)[CH:4]=[CH:5][N:6]=2)=[CH:35]1, predict the reactants needed to synthesize it. The reactants are: Br[C:2]1[N:3]([CH2:7][C:8]2[CH:9]=[C:10]([C:14]3[CH:18]=[C:17]([CH2:19][CH:20]([CH3:22])[CH3:21])[S:16][C:15]=3[S:23]([NH:26][C:27]([CH3:30])([CH3:29])[CH3:28])(=[O:25])=[O:24])[CH:11]=[CH:12][CH:13]=2)[CH:4]=[CH:5][N:6]=1.C(O)C.[S:34]1[CH:38]=[CH:37][C:36](B(O)O)=[CH:35]1.[OH-].[Na+].